This data is from Full USPTO retrosynthesis dataset with 1.9M reactions from patents (1976-2016). The task is: Predict the reactants needed to synthesize the given product. (1) Given the product [Br:8][C:6]1[CH:7]=[C:2]([NH:1][C:16](=[O:17])[O:15][C:12]([CH3:14])([CH3:13])[CH3:11])[C:3](=[O:10])[N:4]([CH3:9])[CH:5]=1, predict the reactants needed to synthesize it. The reactants are: [NH2:1][C:2]1[C:3](=[O:10])[N:4]([CH3:9])[CH:5]=[C:6]([Br:8])[CH:7]=1.[CH3:11][C:12]([O:15][C:16](O[C:16]([O:15][C:12]([CH3:14])([CH3:13])[CH3:11])=[O:17])=[O:17])([CH3:14])[CH3:13].CCN(CC)CC. (2) The reactants are: [CH3:1][C:2]([C:10]1[CH:11]=[C:12]([OH:17])[C:13](Br)=[CH:14][CH:15]=1)([CH3:9])[CH2:3][CH2:4][CH2:5][CH2:6][CH2:7][CH3:8].[N:18]1[CH:23]=[CH:22][CH:21]=[C:20](B(O)O)[CH:19]=1. Given the product [CH3:1][C:2]([C:10]1[CH:15]=[CH:14][C:13]([C:20]2[CH:19]=[N:18][CH:23]=[CH:22][CH:21]=2)=[C:12]([OH:17])[CH:11]=1)([CH3:9])[CH2:3][CH2:4][CH2:5][CH2:6][CH2:7][CH3:8], predict the reactants needed to synthesize it. (3) Given the product [CH3:5][O:6][C:7](=[O:39])[CH2:8][N:9]([S:17]([C:20]1[CH:25]=[CH:24][CH:23]=[CH:22][C:21]=1[C:26]([C:27]1[CH:35]=[C:34]([O:36][CH3:37])[C:30]2[O:31][CH2:32][O:33][C:29]=2[CH:28]=1)=[O:38])(=[O:18])=[O:19])[C:10]1[CH:15]=[CH:14][CH:13]=[CH:12][C:11]=1[CH3:16], predict the reactants needed to synthesize it. The reactants are: CC(C)=O.[CH3:5][O:6][C:7](=[O:39])[CH2:8][N:9]([S:17]([C:20]1[CH:25]=[CH:24][CH:23]=[CH:22][C:21]=1[CH:26]([OH:38])[C:27]1[CH:35]=[C:34]([O:36][CH3:37])[C:30]2[O:31][CH2:32][O:33][C:29]=2[CH:28]=1)(=[O:19])=[O:18])[C:10]1[CH:15]=[CH:14][CH:13]=[CH:12][C:11]=1[CH3:16].CC(C)=O.OS(O)(=O)=O.O=[Cr](=O)=O.C(O)(C)C. (4) Given the product [N:43]1([S:40]([NH:39][C:37]2[N:36]=[C:35]([S:47][CH2:48][C:49]3[CH:54]=[CH:53][CH:52]=[C:51]([F:55])[C:50]=3[F:56])[N:34]=[C:33]([O:32][C@H:30]([CH3:31])[C:29]([NH:9][CH3:8])=[O:28])[CH:38]=2)(=[O:41])=[O:42])[CH2:44][CH2:45][CH2:46]1, predict the reactants needed to synthesize it. The reactants are: C(OC(=O)[C@H](O[C:8]1C=C(Cl)N=C(SCC2C=CC=C(F)C=2F)[N:9]=1)C)C.C([O:28][C:29](=O)[C@H:30]([O:32][C:33]1[CH:38]=[C:37]([NH:39][S:40]([N:43]2[CH2:46][CH2:45][CH2:44]2)(=[O:42])=[O:41])[N:36]=[C:35]([S:47][CH2:48][C:49]2[CH:54]=[CH:53][CH:52]=[C:51]([F:55])[C:50]=2[F:56])[N:34]=1)[CH3:31])C.CN. (5) Given the product [CH3:1][C:2]1[C:6]([CH2:7][N:8]2[CH:12]=[C:11]([N:13]3[C:17](=[O:18])[CH2:16][N:15]([CH2:19][C:20]4[CH:27]=[CH:26][CH:25]=[C:22]([CH2:23][OH:24])[CH:21]=4)[C:14]3=[O:28])[CH:10]=[N:9]2)=[C:5]([CH3:29])[O:4][N:3]=1, predict the reactants needed to synthesize it. The reactants are: [CH3:1][C:2]1[C:6]([CH2:7][N:8]2[CH:12]=[C:11]([N:13]3[C:17](=[O:18])[CH2:16][N:15]([CH2:19][C:20]4[CH:21]=[C:22]([CH:25]=[CH:26][CH:27]=4)[CH:23]=[O:24])[C:14]3=[O:28])[CH:10]=[N:9]2)=[C:5]([CH3:29])[O:4][N:3]=1. (6) Given the product [CH3:1][C:2]1[C:3]([CH3:21])=[CH:4][C:5]2[N:14]([CH2:15][CH2:16][NH:22][C@H:23]3[CH2:27][CH2:26][C@@H:25]([C:28]([OH:30])=[O:29])[CH2:24]3)[C:13]3[C:8]([C:9](=[O:19])[NH:10][C:11](=[O:18])[N:12]=3)=[N:7][C:6]=2[CH:20]=1, predict the reactants needed to synthesize it. The reactants are: [CH3:1][C:2]1[C:3]([CH3:21])=[CH:4][C:5]2[N:14]([CH2:15][CH:16]=O)[C:13]3[C:8]([C:9](=[O:19])[NH:10][C:11](=[O:18])[N:12]=3)=[N:7][C:6]=2[CH:20]=1.[NH2:22][CH:23]1[CH2:27][CH2:26][CH:25]([C:28]([OH:30])=[O:29])[CH2:24]1.C([BH3-])#N.[Na+].